Dataset: Peptide-MHC class I binding affinity with 185,985 pairs from IEDB/IMGT. Task: Regression. Given a peptide amino acid sequence and an MHC pseudo amino acid sequence, predict their binding affinity value. This is MHC class I binding data. (1) The peptide sequence is VMPVHTLSI. The MHC is HLA-A30:02 with pseudo-sequence HLA-A30:02. The binding affinity (normalized) is 0.221. (2) The peptide sequence is PNMSCDDV. The MHC is H-2-Db with pseudo-sequence H-2-Db. The binding affinity (normalized) is 0.